Dataset: NCI-60 drug combinations with 297,098 pairs across 59 cell lines. Task: Regression. Given two drug SMILES strings and cell line genomic features, predict the synergy score measuring deviation from expected non-interaction effect. Drug 1: C1=CC=C(C=C1)NC(=O)CCCCCCC(=O)NO. Drug 2: CNC(=O)C1=NC=CC(=C1)OC2=CC=C(C=C2)NC(=O)NC3=CC(=C(C=C3)Cl)C(F)(F)F. Cell line: NCI-H322M. Synergy scores: CSS=6.18, Synergy_ZIP=0.565, Synergy_Bliss=6.07, Synergy_Loewe=-3.93, Synergy_HSA=2.68.